This data is from Reaction yield outcomes from USPTO patents with 853,638 reactions. The task is: Predict the reaction yield, written as a fraction of the theoretical maximum amount of product (1.0 means a 100% yield; for example, 0.34 means a 34% yield). (1) The reactants are F[C:2]1[CH:3]=[CH:4][C:5]([N+:10]([O-:12])=[O:11])=[C:6]([O:8][CH3:9])[CH:7]=1.C(N(CC)C(C)C)(C)C.[CH3:22][CH:23]1[CH2:28][NH:27][CH2:26][CH2:25][NH:24]1. The catalyst is CC(N(C)C)=O. The product is [CH3:9][O:8][C:6]1[CH:7]=[C:2]([N:27]2[CH2:26][CH2:25][NH:24][CH:23]([CH3:22])[CH2:28]2)[CH:3]=[CH:4][C:5]=1[N+:10]([O-:12])=[O:11]. The yield is 0.600. (2) The catalyst is N1C=CC=CC=1. The product is [CH3:25][O:24][C:22](=[O:23])[NH:1][C:2]1[CH:3]=[CH:4][C:5]([O:17][CH:18]([CH3:20])[CH3:19])=[C:6]([CH2:7][NH:8][C:9]([O:10][C:11]([CH3:12])([CH3:13])[CH3:14])=[O:15])[CH:16]=1. The yield is 0.830. The reactants are [NH2:1][C:2]1[CH:3]=[CH:4][C:5]([O:17][CH:18]([CH3:20])[CH3:19])=[C:6]([CH:16]=1)[CH2:7][NH:8][C:9](=[O:15])[O:10][C:11]([CH3:14])([CH3:13])[CH3:12].Cl[C:22]([O:24][CH3:25])=[O:23]. (3) The reactants are [Br:1][C:2]1[CH:9]=[CH:8][C:7]([OH:10])=[CH:6][C:3]=1[CH:4]=[O:5].[CH2:11](Br)[C:12]1[CH:17]=[CH:16][CH:15]=[CH:14][CH:13]=1.C([O-])([O-])=O.[Cs+].[Cs+]. The yield is 1.00. The catalyst is CN(C=O)C. The product is [CH2:11]([O:10][C:7]1[CH:8]=[CH:9][C:2]([Br:1])=[C:3]([CH:6]=1)[CH:4]=[O:5])[C:12]1[CH:17]=[CH:16][CH:15]=[CH:14][CH:13]=1. (4) The reactants are [N+:1]([C:4]1[CH:8]=[CH:7][S:6][C:5]=1[C:9]([NH2:11])=O)([O-:3])=[O:2].C(N(CC)CC)C.FC(F)(F)C(OC(=O)C(F)(F)F)=O. The catalyst is ClCCl. The product is [C:9]([C:5]1[S:6][CH:7]=[CH:8][C:4]=1[N+:1]([O-:3])=[O:2])#[N:11]. The yield is 0.965.